From a dataset of TCR-epitope binding with 47,182 pairs between 192 epitopes and 23,139 TCRs. Binary Classification. Given a T-cell receptor sequence (or CDR3 region) and an epitope sequence, predict whether binding occurs between them. (1) The epitope is TLDSKTQSL. The TCR CDR3 sequence is CASVVEQYF. Result: 1 (the TCR binds to the epitope). (2) The epitope is ITEEVGHTDLMAAY. The TCR CDR3 sequence is CASGWSEAYGTQYF. Result: 0 (the TCR does not bind to the epitope).